This data is from Peptide-MHC class I binding affinity with 185,985 pairs from IEDB/IMGT. The task is: Regression. Given a peptide amino acid sequence and an MHC pseudo amino acid sequence, predict their binding affinity value. This is MHC class I binding data. (1) The MHC is HLA-B07:02 with pseudo-sequence HLA-B07:02. The binding affinity (normalized) is 0.338. The peptide sequence is LPCVLWPVL. (2) The peptide sequence is KLYDSVYLT. The MHC is HLA-A02:11 with pseudo-sequence HLA-A02:11. The binding affinity (normalized) is 1.00.